From a dataset of Reaction yield outcomes from USPTO patents with 853,638 reactions. Predict the reaction yield, written as a fraction of the theoretical maximum amount of product (1.0 means a 100% yield; for example, 0.34 means a 34% yield). The reactants are Br[C:2]1[CH:8]=[CH:7][C:5]([NH2:6])=[C:4]([N+:9]([O-:11])=[O:10])[CH:3]=1.[CH3:12][C:13]1[N:14]=[CH:15][NH:16][CH:17]=1.C([O-])([O-])=O.[K+].[K+].OC1C=CC=C2C=1N=CC=C2.N. The catalyst is CS(C)=O.[Cu]I.CCOC(C)=O.O. The product is [CH3:12][C:13]1[N:14]=[CH:15][N:16]([C:2]2[CH:8]=[CH:7][C:5]([NH2:6])=[C:4]([N+:9]([O-:11])=[O:10])[CH:3]=2)[CH:17]=1. The yield is 0.566.